Dataset: Catalyst prediction with 721,799 reactions and 888 catalyst types from USPTO. Task: Predict which catalyst facilitates the given reaction. (1) Reactant: [N+:1]([C:4]1[CH:13]=[C:12]2[C:7]([CH2:8][CH2:9][CH2:10][C:11]2=[N:14]O)=[CH:6][CH:5]=1)([O-])=O. Product: [CH:11]1([NH2:14])[C:12]2[C:7](=[CH:6][CH:5]=[C:4]([NH2:1])[CH:13]=2)[CH2:8][CH2:9][CH2:10]1. The catalyst class is: 5. (2) Reactant: [CH:1]([NH:3][CH:4]1[CH2:12][C:11]2[C:6](=[CH:7][CH:8]=[C:9]([S:13]C(=O)N(C)C)[CH:10]=2)[CH2:5]1)=O.[H-].[Al+3].[Li+].[H-].[H-].[H-].C([O-])([O-])=O.[Cs+].[Cs+].Br[C:32]([CH3:41])([CH3:40])[C:33]([O:35][C:36]([CH3:39])([CH3:38])[CH3:37])=[O:34].[BH4-].[Na+]. Product: [C:36]([O:35][C:33](=[O:34])[C:32]([CH3:41])([S:13][C:9]1[CH:10]=[C:11]2[C:6](=[CH:7][CH:8]=1)[CH2:5][CH:4]([NH:3][CH3:1])[CH2:12]2)[CH3:40])([CH3:39])([CH3:38])[CH3:37]. The catalyst class is: 1. (3) Reactant: [NH2:1][C:2]1[N:10]=[CH:9][N:8]=[C:7]2[C:3]=1[N:4]=[CH:5][N:6]2[C@H:11]1[C@@H:15]2[O:16][C:17]([CH3:20])([CH3:19])[O:18][C@@H:14]2[C@@H:13]([CH2:21][N:22]([CH:30]([CH3:32])[CH3:31])[CH2:23][CH2:24][CH2:25][CH2:26][C:27]([OH:29])=O)[O:12]1.CN(C(ON1N=NC2C=CC=NC1=2)=[N+](C)C)C.F[P-](F)(F)(F)(F)F.C1C=NC2N(O)N=NC=2C=1.[CH:67]([O:70][C:71]1[CH:72]=[C:73]([NH2:78])[C:74]([NH2:77])=[CH:75][CH:76]=1)([CH3:69])[CH3:68]. Product: [NH2:78][C:73]1[CH:72]=[C:71]([O:70][CH:67]([CH3:68])[CH3:69])[CH:76]=[CH:75][C:74]=1[NH:77][C:27](=[O:29])[CH2:26][CH2:25][CH2:24][CH2:23][N:22]([CH2:21][C@@H:13]1[C@@H:14]2[C@@H:15]([O:16][C:17]([CH3:19])([CH3:20])[O:18]2)[C@H:11]([N:6]2[CH:5]=[N:4][C:3]3[C:7]2=[N:8][CH:9]=[N:10][C:2]=3[NH2:1])[O:12]1)[CH:30]([CH3:32])[CH3:31]. The catalyst class is: 3. (4) Reactant: ClC1C=CC=CC=1[C:8]1[C:16]2[C:11](=[CH:12][CH:13]=[C:14]([C:17](O)=[O:18])[CH:15]=2)[N:10]([C:20]2[CH:25]=[CH:24][C:23]([CH3:26])=[CH:22][CH:21]=2)[N:9]=1.[ClH:27].Cl.[CH3:29][C:30]1[N:34]=[C:33]([C@H:35]([NH2:37])[CH3:36])[O:32][N:31]=1.Cl.CN(C)[CH2:41][CH2:42][CH2:43]N=C=NCC.ON1[C:55]2N=CC=[CH:59][C:54]=2N=N1.CN1CCOCC1. Product: [Cl:27][C:41]1[CH:42]=[CH:43][CH:59]=[CH:54][C:55]=1[N:9]1[CH2:8][C:16]2[C:11](=[CH:12][CH:13]=[C:14]([C:17]([NH:37][C@@H:35]([C:33]3[O:32][N:31]=[C:30]([CH3:29])[N:34]=3)[CH3:36])=[O:18])[CH:15]=2)[N:10]1[C:20]1[CH:21]=[CH:22][C:23]([CH3:26])=[CH:24][CH:25]=1. The catalyst class is: 9. (5) Reactant: [OH:1][CH2:2][CH2:3][O:4][C:5]1[CH:11]=[CH:10][C:8]([NH2:9])=[C:7]([CH3:12])[CH:6]=1.C(O[C:16]1[O:17][CH2:18][C:19](=[O:26])[C:20]=1[C:21]([O:23][CH2:24][CH3:25])=[O:22])C. Product: [OH:1][CH2:2][CH2:3][O:4][C:5]1[CH:11]=[CH:10][C:8]([NH:9][C:16]2[O:17][CH2:18][C:19](=[O:26])[C:20]=2[C:21]([O:23][CH2:24][CH3:25])=[O:22])=[C:7]([CH3:12])[CH:6]=1. The catalyst class is: 8. (6) Reactant: [Br:1][C:2]1[CH:7]=[CH:6][C:5]([C@@H:8]([NH:10][C:11]([C:13]2[CH:14]=[C:15]3[C:19](=[CH:20][CH:21]=2)[N:18]([CH2:22][C:23]2[CH:28]=[CH:27][C:26]([C:29]4[C:30]([C:35]([O:37]C(C)(C)C)=[O:36])=[CH:31][CH:32]=[CH:33][CH:34]=4)=[CH:25][CH:24]=2)[N:17]=[C:16]3[CH3:42])=[O:12])[CH3:9])=[CH:4][CH:3]=1. Product: [Br:1][C:2]1[CH:7]=[CH:6][C:5]([C@@H:8]([NH:10][C:11]([C:13]2[CH:14]=[C:15]3[C:19](=[CH:20][CH:21]=2)[N:18]([CH2:22][C:23]2[CH:28]=[CH:27][C:26]([C:29]4[C:30]([C:35]([OH:37])=[O:36])=[CH:31][CH:32]=[CH:33][CH:34]=4)=[CH:25][CH:24]=2)[N:17]=[C:16]3[CH3:42])=[O:12])[CH3:9])=[CH:4][CH:3]=1. The catalyst class is: 137. (7) Reactant: C([O:8][N:9]1[C:14](=[O:15])[C:13]([Cl:16])=[C:12]([NH:17][C:18]2[CH:23]=[CH:22][C:21]([F:24])=[CH:20][C:19]=2[CH3:25])[C:11]([C:26]([O:28][CH2:29][CH3:30])=[O:27])=[CH:10]1)C1C=CC=CC=1. Product: [Cl:16][C:13]1[C:14](=[O:15])[N:9]([OH:8])[CH:10]=[C:11]([C:26]([O:28][CH2:29][CH3:30])=[O:27])[C:12]=1[NH:17][C:18]1[CH:23]=[CH:22][C:21]([F:24])=[CH:20][C:19]=1[CH3:25]. The catalyst class is: 586. (8) Reactant: Br[C:2]1[CH:11]=[CH:10][C:5]([C:6]([O:8][CH3:9])=[O:7])=[CH:4][C:3]=1[C:12]#[N:13].CC1(C)C(C)(C)OB([C:22]2[CH:23]=[N:24][N:25](C(OC(C)(C)C)=O)[CH:26]=2)O1.[O-]P([O-])([O-])=O.[K+].[K+].[K+]. Product: [C:12]([C:3]1[CH:4]=[C:5]([CH:10]=[CH:11][C:2]=1[C:22]1[CH:23]=[N:24][NH:25][CH:26]=1)[C:6]([O:8][CH3:9])=[O:7])#[N:13]. The catalyst class is: 225.